Task: Regression. Given a peptide amino acid sequence and an MHC pseudo amino acid sequence, predict their binding affinity value. This is MHC class II binding data.. Dataset: Peptide-MHC class II binding affinity with 134,281 pairs from IEDB (1) The peptide sequence is SQDLELSWNLNWLQAY. The MHC is HLA-DQA10101-DQB10501 with pseudo-sequence HLA-DQA10101-DQB10501. The binding affinity (normalized) is 0.900. (2) The peptide sequence is DKALQCGRHVDVFKLWLMW. The MHC is DRB1_0401 with pseudo-sequence DRB1_0401. The binding affinity (normalized) is 0.0822. (3) The peptide sequence is RNVFDEVIPTAFKIG. The MHC is DRB1_0401 with pseudo-sequence DRB1_0401. The binding affinity (normalized) is 0.422.